Task: Predict the reactants needed to synthesize the given product.. Dataset: Full USPTO retrosynthesis dataset with 1.9M reactions from patents (1976-2016) (1) Given the product [ClH:24].[F:1][C:2]1[CH:7]=[N:6][C:5]([NH:8][CH2:9][CH2:10][C:11]2[CH:18]=[CH:17][CH:16]=[CH:15][C:12]=2[CH:13]=[O:14])=[C:4]2[NH:19][C:20]([CH3:23])=[C:21]([CH3:22])[C:3]=12, predict the reactants needed to synthesize it. The reactants are: [F:1][C:2]1[CH:7]=[N:6][C:5]([NH:8][CH2:9][CH2:10][C:11]2[CH:18]=[CH:17][CH:16]=[CH:15][C:12]=2[CH:13]=[O:14])=[C:4]2[NH:19][C:20]([CH3:23])=[C:21]([CH3:22])[C:3]=12.[ClH:24]. (2) Given the product [CH2:1]([C:3]1[CH:8]=[C:7]([CH3:9])[CH:6]=[C:5]([CH2:10][CH3:11])[C:4]=1[C:12]1[C:13](=[O:21])[N:14]([CH3:20])[N:15]=[C:16]([CH3:19])[C:17]=1[O:18][CH2:27][N:28]([C:29]([O:30][CH2:31][CH3:32])=[O:33])[C:34]1[CH:39]=[CH:38][CH:37]=[CH:36][CH:35]=1)[CH3:2], predict the reactants needed to synthesize it. The reactants are: [CH2:1]([C:3]1[CH:8]=[C:7]([CH3:9])[CH:6]=[C:5]([CH2:10][CH3:11])[C:4]=1[C:12]1[C:13](=[O:21])[N:14]([CH3:20])[N:15]=[C:16]([CH3:19])[C:17]=1[OH:18])[CH3:2].C(Cl)(Cl)Cl.Cl[CH2:27][N:28]([C:34]1[CH:39]=[CH:38][CH:37]=[CH:36][CH:35]=1)[C:29](=[O:33])[O:30][CH2:31][CH3:32]. (3) Given the product [NH2:8][C:5]1[CH:6]=[CH:7][C:2]([F:1])=[C:3]([CH2:11][OH:12])[CH:4]=1, predict the reactants needed to synthesize it. The reactants are: [F:1][C:2]1[CH:7]=[CH:6][C:5]([N+:8]([O-])=O)=[CH:4][C:3]=1[CH2:11][OH:12]. (4) Given the product [CH3:1][N:2]([S:18]([C:21]1[CH:22]=[CH:23][C:24]([O:27][C:28]2[CH:33]=[CH:32][N:31]=[CH:30][CH:29]=2)=[CH:25][CH:26]=1)(=[O:20])=[O:19])[C:3]1[N:8]2[N:9]=[C:10]([CH3:12])[CH:11]=[C:7]2[N:6]=[CH:5][C:4]=1[C:13]([O-:15])=[O:14].[K+:35], predict the reactants needed to synthesize it. The reactants are: [CH3:1][N:2]([S:18]([C:21]1[CH:26]=[CH:25][C:24]([O:27][C:28]2[CH:33]=[CH:32][N:31]=[CH:30][CH:29]=2)=[CH:23][CH:22]=1)(=[O:20])=[O:19])[C:3]1[N:8]2[N:9]=[C:10]([CH3:12])[CH:11]=[C:7]2[N:6]=[CH:5][C:4]=1[C:13]([O:15]CC)=[O:14].[OH-].[K+:35]. (5) Given the product [I-:22].[Br:1][C:2]1[CH:3]=[CH:4][C:5]([O:12][CH2:13][C:14]2[CH:15]=[CH:16][C:17]([Cl:20])=[CH:18][CH:19]=2)=[C:6]([CH2:8][N+:9]([CH3:21])([CH3:11])[CH3:10])[CH:7]=1, predict the reactants needed to synthesize it. The reactants are: [Br:1][C:2]1[CH:3]=[CH:4][C:5]([O:12][CH2:13][C:14]2[CH:19]=[CH:18][C:17]([Cl:20])=[CH:16][CH:15]=2)=[C:6]([CH2:8][N:9]([CH3:11])[CH3:10])[CH:7]=1.[CH3:21][I:22]. (6) Given the product [Cl:12][C:11]1[N:10]=[C:17]([Cl:18])[N:16]=[C:14]([NH:1][CH:2]2[NH:6][C:5](=[O:7])[N:4]([CH3:8])[C:3]2=[O:9])[N:13]=1, predict the reactants needed to synthesize it. The reactants are: [NH2:1][CH:2]1[NH:6][C:5](=[O:7])[N:4]([CH3:8])[C:3]1=[O:9].[N:10]1[C:17]([Cl:18])=[N:16][C:14](Cl)=[N:13][C:11]=1[Cl:12].C(=O)(O)[O-].[Na+]. (7) The reactants are: [OH-].[Na+].[Br:3][C:4]1[C:5](=[O:38])[N:6]([CH2:21][C:22]2[CH:26]=[C:25]([C:27]([O:29]CC)=[O:28])[N:24]([CH:32]3[CH2:37][CH2:36][CH2:35][CH2:34][O:33]3)[N:23]=2)[C:7]([CH3:20])=[CH:8][C:9]=1[O:10][CH2:11][C:12]1[CH:17]=[CH:16][C:15]([F:18])=[CH:14][C:13]=1[F:19].O.[Cl-].[NH4+]. Given the product [Br:3][C:4]1[C:5](=[O:38])[N:6]([CH2:21][C:22]2[CH:26]=[C:25]([C:27]([OH:29])=[O:28])[N:24]([CH:32]3[CH2:37][CH2:36][CH2:35][CH2:34][O:33]3)[N:23]=2)[C:7]([CH3:20])=[CH:8][C:9]=1[O:10][CH2:11][C:12]1[CH:17]=[CH:16][C:15]([F:18])=[CH:14][C:13]=1[F:19], predict the reactants needed to synthesize it.